Dataset: Forward reaction prediction with 1.9M reactions from USPTO patents (1976-2016). Task: Predict the product of the given reaction. (1) The product is: [Cl:1][C:2]1[CH:11]=[C:10]2[C:5]([CH2:6][CH2:7][O:8][C@H:9]2[C:12]2[CH:13]=[C:14]([C:18]([C:20]3[C:21]([NH:26][C@@H:27]4[CH2:31][C@H:30]([CH2:32][O:33][S:34]([NH:37][C:38](=[O:44])[O:39][C:40]([CH3:41])([CH3:42])[CH3:43])(=[O:35])=[O:36])[C@@H:29]([OH:45])[CH2:28]4)=[N:22][CH:23]=[N:24][CH:25]=3)=[O:19])[S:15][C:16]=2[CH3:17])=[CH:4][CH:3]=1. Given the reactants [Cl:1][C:2]1[CH:11]=[C:10]2[C:5]([CH2:6][CH2:7][O:8][C@H:9]2[C:12]2[CH:13]=[C:14]([C:18]([C:20]3[C:21]([NH:26][C@@H:27]4[CH2:31][C@H:30]([CH2:32][O:33][S:34]([NH:37][C:38](=[O:44])[O:39][C:40]([CH3:43])([CH3:42])[CH3:41])(=[O:36])=[O:35])[C@@H:29]([O:45][Si](C(C)C)(C(C)C)C(C)C)[CH2:28]4)=[N:22][CH:23]=[N:24][CH:25]=3)=[O:19])[S:15][C:16]=2[CH3:17])=[CH:4][CH:3]=1.O.[F-].C([N+](CCCC)(CCCC)CCCC)CCC, predict the reaction product. (2) Given the reactants [Cl-].[O:2]=[C:3]1[C:7]2[CH:8]=[CH:9][C:10]([CH2:12][CH2:13][CH:14]3[CH2:19][CH2:18][NH2+:17][CH2:16][CH2:15]3)=[CH:11][C:6]=2[CH2:5][O:4]1.[N:20]1([C:25]2[N:30]=[CH:29][C:28]([CH2:31][C:32](O)=[O:33])=[CH:27][CH:26]=2)[CH:24]=[N:23][N:22]=[N:21]1, predict the reaction product. The product is: [N:20]1([C:25]2[N:30]=[CH:29][C:28]([CH2:31][C:32]([N:17]3[CH2:16][CH2:15][CH:14]([CH2:13][CH2:12][C:10]4[CH:9]=[CH:8][C:7]5[C:3](=[O:2])[O:4][CH2:5][C:6]=5[CH:11]=4)[CH2:19][CH2:18]3)=[O:33])=[CH:27][CH:26]=2)[CH:24]=[N:23][N:22]=[N:21]1. (3) Given the reactants Cl[C:2]1[CH:7]=[C:6]([C:8]2[CH:13]=[CH:12][C:11]([S:14][C:15]3[CH:20]=[CH:19][CH:18]=[CH:17][C:16]=3[O:21][CH3:22])=[C:10]([C:23]([F:26])([F:25])[F:24])[CH:9]=2)[CH:5]=[CH:4][N:3]=1.OC1CCNC1.[OH:33][CH:34]1[CH2:39][CH2:38][NH:37][CH2:36][CH2:35]1, predict the reaction product. The product is: [CH3:22][O:21][C:16]1[CH:17]=[CH:18][CH:19]=[CH:20][C:15]=1[S:14][C:11]1[CH:12]=[CH:13][C:8]([C:6]2[CH:5]=[CH:4][N:3]=[C:2]([N:37]3[CH2:38][CH2:39][CH:34]([OH:33])[CH2:35][CH2:36]3)[CH:7]=2)=[CH:9][C:10]=1[C:23]([F:26])([F:25])[F:24]. (4) Given the reactants Br[C:2]1[CH:11]=[C:10]2[C:5]([CH:6]=[CH:7][N:8]([CH2:13][C:14]3[CH:15]=[C:16]([CH:19]=[CH:20][CH:21]=3)[C:17]#[N:18])[C:9]2=[O:12])=[CH:4][N:3]=1.[C:22]1([CH2:28][C:29]#[CH:30])[CH:27]=[CH:26][CH:25]=[CH:24][CH:23]=1.C(N(CC)CC)C, predict the reaction product. The product is: [O:12]=[C:9]1[C:10]2[C:5](=[CH:4][N:3]=[C:2]([C:30]#[C:29][CH2:28][C:22]3[CH:27]=[CH:26][CH:25]=[CH:24][CH:23]=3)[CH:11]=2)[CH:6]=[CH:7][N:8]1[CH2:13][C:14]1[CH:15]=[C:16]([CH:19]=[CH:20][CH:21]=1)[C:17]#[N:18].